From a dataset of Retrosynthesis with 50K atom-mapped reactions and 10 reaction types from USPTO. Predict the reactants needed to synthesize the given product. (1) Given the product CC(C)(C)OC(=O)N1CCC(Oc2ccc(C(=O)c3ccc(O)cc3)cc2)C1, predict the reactants needed to synthesize it. The reactants are: CC(C)(C)OC(=O)N1CCC(OS(C)(=O)=O)C1.O=C(c1ccc(O)cc1)c1ccc(O)cc1. (2) Given the product CCOC(=O)CN(CCCOC)c1noc2ccc(COc3ccc(-c4cc(F)c(F)cc4OC)cc3)cc12, predict the reactants needed to synthesize it. The reactants are: CCOC(=O)CBr.CCOC(=O)CN(CCOC)c1noc2ccc(COc3ccc(-c4cc(F)c(F)cc4OC)cc3)cc12.